Dataset: Forward reaction prediction with 1.9M reactions from USPTO patents (1976-2016). Task: Predict the product of the given reaction. Given the reactants [NH2:1][C:2]1[CH:3]=[C:4]([CH:17]=[CH:18][CH:19]=1)[C:5]([C:7]1[CH:15]=[C:14]2[C:10]([CH2:11][C:12](=[O:16])[NH:13]2)=[CH:9][CH:8]=1)=[O:6].[CH:20](=O)[C:21]1[CH:26]=[CH:25][CH:24]=[CH:23][CH:22]=1.C([BH3-])#N.[Na+].C1COCC1, predict the reaction product. The product is: [CH2:20]([NH:1][C:2]1[CH:3]=[C:4]([CH:17]=[CH:18][CH:19]=1)[C:5]([C:7]1[CH:15]=[C:14]2[C:10]([CH2:11][C:12](=[O:16])[NH:13]2)=[CH:9][CH:8]=1)=[O:6])[C:21]1[CH:26]=[CH:25][CH:24]=[CH:23][CH:22]=1.